From a dataset of Forward reaction prediction with 1.9M reactions from USPTO patents (1976-2016). Predict the product of the given reaction. (1) Given the reactants [CH3:1][O:2][C:3]1[CH:8]=[C:7](F)[C:6]([Cl:10])=[CH:5][C:4]=1[N+:11]([O-:13])=[O:12].Cl.[CH3:15][S:16]([CH2:19][CH2:20][N:21]1[CH2:26][CH2:25][NH:24][CH2:23][CH2:22]1)(=[O:18])=[O:17].C([O-])([O-])=O.[K+].[K+].CS(C)=O, predict the reaction product. The product is: [Cl:10][C:6]1[CH:5]=[C:4]([N+:11]([O-:13])=[O:12])[C:3]([O:2][CH3:1])=[CH:8][C:7]=1[N:24]1[CH2:23][CH2:22][N:21]([CH2:20][CH2:19][S:16]([CH3:15])(=[O:17])=[O:18])[CH2:26][CH2:25]1. (2) Given the reactants [N:1]1[C:9]2[C:4](=[N:5][CH:6]=[CH:7][CH:8]=2)[S:3][CH:2]=1.C([Li])CCC.[CH3:15][S:16][C:17]1[CH:22]=[CH:21][CH:20]=[CH:19][C:18]=1[CH:23]=[N:24][S:25]([C:28]1[CH:38]=[CH:37][C:31]2[O:32][CH2:33][CH2:34][CH2:35][O:36][C:30]=2[CH:29]=1)(=[O:27])=[O:26].C(=O)(O)[O-].[Na+], predict the reaction product. The product is: [CH3:15][S:16][C:17]1[CH:22]=[CH:21][CH:20]=[CH:19][C:18]=1[CH:23]([C:2]1[S:3][C:4]2[C:9]([N:1]=1)=[CH:8][CH:7]=[CH:6][N:5]=2)[NH:24][S:25]([C:28]1[CH:38]=[CH:37][C:31]2[O:32][CH2:33][CH2:34][CH2:35][O:36][C:30]=2[CH:29]=1)(=[O:27])=[O:26].